Dataset: Full USPTO retrosynthesis dataset with 1.9M reactions from patents (1976-2016). Task: Predict the reactants needed to synthesize the given product. (1) Given the product [C:14]([CH2:13][CH2:12][C:9]1[C:10]([CH3:11])=[C:6]([C:4]([OH:3])=[O:5])[NH:7][C:8]=1[CH:19]=[C:33]1[C:32]2[C:36](=[CH:37][C:29]([C:25]3[CH:26]=[CH:27][CH:28]=[C:23]([O:22][CH3:21])[CH:24]=3)=[CH:30][CH:31]=2)[NH:35][C:34]1=[O:38])([OH:16])=[O:15], predict the reactants needed to synthesize it. The reactants are: C([O:3][C:4]([C:6]1[NH:7][C:8]([CH:19]=O)=[C:9]([CH2:12][CH2:13][C:14]([O:16]CC)=[O:15])[C:10]=1[CH3:11])=[O:5])C.[CH3:21][O:22][C:23]1[CH:24]=[C:25]([C:29]2[CH:37]=[C:36]3[C:32]([CH2:33][C:34](=[O:38])[NH:35]3)=[CH:31][CH:30]=2)[CH:26]=[CH:27][CH:28]=1. (2) The reactants are: [NH2:1][C:2]1[C:3]([OH:12])=[C:4]([CH:9]=[CH:10][CH:11]=1)[C:5]([O:7][CH3:8])=[O:6].N1C=CC=CC=1.[F:19][C:20]1[CH:28]=[C:27]([C:29]2[CH:34]=[CH:33][N:32]=[CH:31][CH:30]=2)[CH:26]=[CH:25][C:21]=1[C:22](Cl)=[O:23]. Given the product [F:19][C:20]1[CH:28]=[C:27]([C:29]2[CH:34]=[CH:33][N:32]=[CH:31][CH:30]=2)[CH:26]=[CH:25][C:21]=1[C:22]([NH:1][C:2]1[C:3]([OH:12])=[C:4]([CH:9]=[CH:10][CH:11]=1)[C:5]([O:7][CH3:8])=[O:6])=[O:23], predict the reactants needed to synthesize it. (3) Given the product [N:32]1[CH:33]=[CH:34][N:35]=[CH:36][C:31]=1[NH:30][C:23](=[O:24])[C:22]1[CH:26]=[CH:27][C:19]([C:10]2[C:11]3[C:6](=[CH:5][C:4]([O:3][CH3:2])=[C:13]4[O:14][C:15]([CH3:18])([CH3:17])[CH2:16][C:12]4=3)[CH2:7][C:8]([CH3:28])([CH3:29])[N:9]=2)=[CH:20][CH:21]=1, predict the reactants needed to synthesize it. The reactants are: Cl.[CH3:2][O:3][C:4]1[CH:5]=[C:6]2[C:11](=[C:12]3[CH2:16][C:15]([CH3:18])([CH3:17])[O:14][C:13]=13)[C:10]([C:19]1[CH:27]=[CH:26][C:22]([C:23](Cl)=[O:24])=[CH:21][CH:20]=1)=[N:9][C:8]([CH3:29])([CH3:28])[CH2:7]2.[NH2:30][C:31]1[CH:36]=[N:35][CH:34]=[CH:33][N:32]=1.C(=O)([O-])O.[Na+]. (4) The reactants are: [Br:1][C:2]1[CH:3]=[CH:4][C:5]([C:8](Cl)=[N:9][OH:10])=[N:6][CH:7]=1.[C:12]([O:17][CH2:18][CH:19]=[CH2:20])(=[O:16])[CH2:13][CH2:14][CH3:15].C(N(CC)CC)C. Given the product [C:12]([O:17][CH2:18][CH:19]1[O:10][N:9]=[C:8]([C:5]2[CH:4]=[CH:3][C:2]([Br:1])=[CH:7][N:6]=2)[CH2:20]1)(=[O:16])[CH2:13][CH2:14][CH3:15], predict the reactants needed to synthesize it. (5) Given the product [Cl:13][C:10]1[C:9]2[C:4](=[C:5]([F:14])[CH:6]=[CH:7][CH:8]=2)[N:3]=[C:2]([C:20]2[CH:25]=[CH:24][CH:23]=[CH:22][N:21]=2)[C:11]=1[CH3:12], predict the reactants needed to synthesize it. The reactants are: Cl[C:2]1[C:11]([CH3:12])=[C:10]([Cl:13])[C:9]2[C:4](=[C:5]([F:14])[CH:6]=[CH:7][CH:8]=2)[N:3]=1.C([Sn](CCCC)(CCCC)[C:20]1[CH:25]=[CH:24][CH:23]=[CH:22][N:21]=1)CCC. (6) Given the product [C:1]([O:5][C:6](=[O:20])[N:7]([C@@H:9]([CH2:17][NH2:18])[CH2:10][C:11]1[CH:16]=[CH:15][CH:14]=[CH:13][CH:12]=1)[CH3:8])([CH3:2])([CH3:4])[CH3:3], predict the reactants needed to synthesize it. The reactants are: [C:1]([O:5][C:6](=[O:20])[N:7]([C@@H:9]([C:17](=O)[NH2:18])[CH2:10][C:11]1[CH:16]=[CH:15][CH:14]=[CH:13][CH:12]=1)[CH3:8])([CH3:4])([CH3:3])[CH3:2].[BH4-].[Na+].II.[Cl-].[NH4+].[OH-].[Na+]. (7) Given the product [Cl:19][C:20]1[CH:25]=[CH:24][C:23]([C:26]2[CH:27]=[C:28]([F:34])[C:29]([C:32]#[C:33][C:2]3[CH:7]=[CH:6][C:5](/[CH:8]=[C:9](\[CH3:18])/[CH2:10][N:11]4[CH2:16][CH2:15][CH:14]([CH3:17])[CH2:13][CH2:12]4)=[CH:4][CH:3]=3)=[N:30][CH:31]=2)=[CH:22][CH:21]=1, predict the reactants needed to synthesize it. The reactants are: I[C:2]1[CH:7]=[CH:6][C:5](/[CH:8]=[C:9](\[CH3:18])/[CH2:10][N:11]2[CH2:16][CH2:15][CH:14]([CH3:17])[CH2:13][CH2:12]2)=[CH:4][CH:3]=1.[Cl:19][C:20]1[CH:25]=[CH:24][C:23]([C:26]2[CH:27]=[C:28]([F:34])[C:29]([C:32]#[CH:33])=[N:30][CH:31]=2)=[CH:22][CH:21]=1. (8) Given the product [C:16]1(/[C:13](/[CH2:14][CH3:15])=[C:12](\[C:9]2[CH:8]=[CH:7][C:6](/[CH:5]=[CH:4]/[C:3]3[NH:37][C:38](=[S:39])[O:1][N:2]=3)=[CH:11][CH:10]=2)/[C:22]2[CH:23]=[C:24]3[C:28](=[CH:29][CH:30]=2)[N:27]([CH:31]2[CH2:36][CH2:35][CH2:34][CH2:33][O:32]2)[N:26]=[CH:25]3)[CH:17]=[CH:18][CH:19]=[CH:20][CH:21]=1, predict the reactants needed to synthesize it. The reactants are: [OH:1]/[N:2]=[C:3](\[NH2:37])/[CH:4]=[CH:5]/[C:6]1[CH:11]=[CH:10][C:9](/[C:12](/[C:22]2[CH:23]=[C:24]3[C:28](=[CH:29][CH:30]=2)[N:27]([CH:31]2[CH2:36][CH2:35][CH2:34][CH2:33][O:32]2)[N:26]=[CH:25]3)=[C:13](\[C:16]2[CH:21]=[CH:20][CH:19]=[CH:18][CH:17]=2)/[CH2:14][CH3:15])=[CH:8][CH:7]=1.[C:38](N1C=CN=C1)(N1C=CN=C1)=[S:39].C1CCN2C(=NCCC2)CC1. (9) Given the product [NH:7]1[C:8]2[C:13](=[CH:12][CH:11]=[CH:10][CH:9]=2)[C:5]([C:3](=[O:4])[CH:2]([C:14]2[CH:19]=[CH:18][CH:17]=[CH:16][CH:15]=2)[NH:25][C:24]2[CH:26]=[CH:27][CH:28]=[C:22]([C:21]([F:20])([F:29])[F:30])[CH:23]=2)=[CH:6]1, predict the reactants needed to synthesize it. The reactants are: Cl[CH:2]([C:14]1[CH:19]=[CH:18][CH:17]=[CH:16][CH:15]=1)[C:3]([C:5]1[C:13]2[C:8](=[CH:9][CH:10]=[CH:11][CH:12]=2)[NH:7][CH:6]=1)=[O:4].[F:20][C:21]([F:30])([F:29])[C:22]1[CH:23]=[C:24]([CH:26]=[CH:27][CH:28]=1)[NH2:25].CCN(C(C)C)C(C)C. (10) Given the product [Cl:13][C:14]1[CH:21]=[CH:20][C:17]([CH2:18][O:1][C:2]2[C:9]([O:25][CH2:24][C:17]3[CH:20]=[CH:21][C:14]([Cl:13])=[CH:15][CH:16]=3)=[CH:8][CH:7]=[CH:6][C:3]=2[CH:4]=[O:5])=[CH:16][CH:15]=1, predict the reactants needed to synthesize it. The reactants are: [OH:1][C:2]1[C:9](O)=[CH:8][CH:7]=[CH:6][C:3]=1[CH:4]=[O:5].[H-].[Na+].[Cl:13][C:14]1[CH:21]=[CH:20][C:17]([CH2:18]Br)=[CH:16][CH:15]=1.CN(C)[CH:24]=[O:25].